From a dataset of Rat liver microsome stability data. Regression/Classification. Given a drug SMILES string, predict its absorption, distribution, metabolism, or excretion properties. Task type varies by dataset: regression for continuous measurements (e.g., permeability, clearance, half-life) or binary classification for categorical outcomes (e.g., BBB penetration, CYP inhibition). Dataset: rlm. (1) The drug is Cc1c(Nc2c(C#N)cncc2C=Cc2cccc(OCCN3CCN(C)CC3)c2)ccc2[nH]ccc12. The result is 1 (stable in rat liver microsomes). (2) The result is 1 (stable in rat liver microsomes). The compound is CC(C)Nc1oc(-c2cccc3ccccc23)nc1C#N.